Dataset: Full USPTO retrosynthesis dataset with 1.9M reactions from patents (1976-2016). Task: Predict the reactants needed to synthesize the given product. (1) Given the product [Cl:31][CH2:28][C:9]1[C:2]2[S:1][CH:5]=[CH:4][C:3]=2[C:6]([O:10][CH2:11][CH2:12][C:13]2[N:14]=[C:15]([C:19]3[CH:24]=[CH:23][CH:22]=[CH:21][CH:20]=3)[O:16][C:17]=2[CH3:18])=[CH:7][CH:8]=1, predict the reactants needed to synthesize it. The reactants are: [S:1]1[CH:5]=[CH:4][C:3]2[C:6]([O:10][CH2:11][CH2:12][C:13]3[N:14]=[C:15]([C:19]4[CH:24]=[CH:23][CH:22]=[CH:21][CH:20]=4)[O:16][C:17]=3[CH3:18])=[CH:7][CH:8]=[CH:9][C:2]1=2.O1CC[CH2:28]OO1.[ClH:31]. (2) Given the product [CH3:14][C:15]1[CH:20]=[C:19]([N:21]2[CH2:26][CH2:25][O:24][CH2:23][CH2:22]2)[CH:18]=[C:17]([CH3:27])[C:16]=1[NH:28][C:5](=[O:7])[CH2:4][CH:3]([CH2:1][CH3:2])[CH2:8][CH3:9], predict the reactants needed to synthesize it. The reactants are: [CH2:1]([CH:3]([CH2:8][CH3:9])[CH2:4][C:5]([OH:7])=O)[CH3:2].S(Cl)(Cl)=O.[CH3:14][C:15]1[CH:20]=[C:19]([N:21]2[CH2:26][CH2:25][O:24][CH2:23][CH2:22]2)[CH:18]=[C:17]([CH3:27])[C:16]=1[NH2:28].C(=O)(O)[O-].[Na+].[Cl-].[Na+].O.O. (3) Given the product [CH3:1][C:2]1[CH:7]=[CH:6][CH:5]=[C:4]([CH3:8])[C:3]=1[N:9]1[C:14]2[N:15]=[C:16]([NH:32][CH:33]([CH2:36][OH:37])[CH2:34][OH:35])[N:17]=[C:18]([C:19]3[CH:24]=[CH:23][C:22]([F:25])=[CH:21][C:20]=3[CH3:26])[C:13]=2[CH2:12][CH2:11][C:10]1=[O:31].[CH3:1][C:2]1[CH:7]=[CH:6][CH:5]=[C:4]([CH3:8])[C:3]=1[N:9]1[C:14]2[N:15]=[C:16]([NH:32][CH:33]([CH2:36][OH:37])[CH2:34][OH:35])[N:17]=[C:18]([C:19]3[CH:24]=[CH:23][C:22]([F:25])=[CH:21][C:20]=3[CH3:26])[C:13]=2[CH:12]=[CH:11][C:10]1=[O:31], predict the reactants needed to synthesize it. The reactants are: [CH3:1][C:2]1[CH:7]=[CH:6][CH:5]=[C:4]([CH3:8])[C:3]=1[N:9]1[C:14]2[N:15]=[C:16](S(C)(=O)=O)[N:17]=[C:18]([C:19]3[CH:24]=[CH:23][C:22]([F:25])=[CH:21][C:20]=3[CH3:26])[C:13]=2[CH:12]=[CH:11][C:10]1=[O:31].[NH2:32][CH:33]([CH2:36][OH:37])[CH2:34][OH:35]. (4) The reactants are: [CH3:1][C:2]1[N:7]=[C:6]([NH2:8])[C:5]([N+:9]([O-])=O)=[CH:4][CH:3]=1. Given the product [CH3:1][C:2]1[N:7]=[C:6]([NH2:8])[C:5]([NH2:9])=[CH:4][CH:3]=1, predict the reactants needed to synthesize it. (5) Given the product [ClH:1].[ClH:1].[NH2:13][CH2:12][CH2:11][N:10]1[C:3]2[C:2]([NH:35][C:34]3[CH:36]=[CH:37][C:31]([O:30][C:29]4[C:24]5[CH:23]=[N:22][S:21][C:25]=5[CH:26]=[CH:27][CH:28]=4)=[C:32]([CH3:38])[CH:33]=3)=[N:7][CH:6]=[N:5][C:4]=2[CH:8]=[CH:9]1, predict the reactants needed to synthesize it. The reactants are: [Cl:1][C:2]1[C:3]2[N:10]([CH2:11][CH2:12][NH:13]C(=O)OC(C)(C)C)[CH:9]=[CH:8][C:4]=2[N:5]=[CH:6][N:7]=1.[S:21]1[C:25]2[CH:26]=[CH:27][CH:28]=[C:29]([O:30][C:31]3[CH:37]=[CH:36][C:34]([NH2:35])=[CH:33][C:32]=3[CH3:38])[C:24]=2[CH:23]=[N:22]1.C(=O)([O-])O.[Na+]. (6) Given the product [Si:21]([O:12][CH2:11][C:7]1[C:6]2[N:5]([N:4]=[C:3]([C:2]([F:1])([F:14])[F:15])[CH:13]=2)[CH:10]=[CH:9][CH:8]=1)([C:24]([CH3:27])([CH3:26])[CH3:25])([CH3:23])[CH3:22], predict the reactants needed to synthesize it. The reactants are: [F:1][C:2]([F:15])([F:14])[C:3]1[CH:13]=[C:6]2[C:7]([CH2:11][OH:12])=[CH:8][CH:9]=[CH:10][N:5]2[N:4]=1.N1C=CN=C1.[Si:21](Cl)([C:24]([CH3:27])([CH3:26])[CH3:25])([CH3:23])[CH3:22].O.